Regression. Given a peptide amino acid sequence and an MHC pseudo amino acid sequence, predict their binding affinity value. This is MHC class II binding data. From a dataset of Peptide-MHC class II binding affinity with 134,281 pairs from IEDB. The MHC is DRB1_0403 with pseudo-sequence DRB1_0403. The binding affinity (normalized) is 0.558. The peptide sequence is GLQRRRFVQNALNGNGDPNN.